From a dataset of Catalyst prediction with 721,799 reactions and 888 catalyst types from USPTO. Predict which catalyst facilitates the given reaction. Reactant: [CH2:1]([N:8]1[CH:17]=[C:16](Br)[C:15]2[N:14]=[CH:13][CH:12]=[CH:11][C:10]=2[C:9]1=[O:19])[C:2]1[CH:7]=[CH:6][CH:5]=[CH:4][CH:3]=1.[CH3:20][C:21]1[C:25](B(O)O)=[C:24]([CH3:29])[O:23][N:22]=1.C([O-])([O-])=O.[Na+].[Na+]. Product: [CH2:1]([N:8]1[CH:17]=[C:16]([C:25]2[C:21]([CH3:20])=[N:22][O:23][C:24]=2[CH3:29])[C:15]2[N:14]=[CH:13][CH:12]=[CH:11][C:10]=2[C:9]1=[O:19])[C:2]1[CH:7]=[CH:6][CH:5]=[CH:4][CH:3]=1. The catalyst class is: 460.